From a dataset of Kir2.1 potassium channel HTS with 301,493 compounds. Binary Classification. Given a drug SMILES string, predict its activity (active/inactive) in a high-throughput screening assay against a specified biological target. (1) The drug is Clc1c(c2nn(nn2)CC(=O)Nc2sc(c(c2C(OCC)=O)C)C)cccc1. The result is 0 (inactive). (2) The drug is S(=O)(=O)(Nc1ccc(OC)cc1)c1cc2nc(SCC(=O)NC)oc2cc1. The result is 0 (inactive). (3) The compound is S=C1N(C(=O)C(N1)Cc1c2c([nH]c1)cccc2)Cc1ccccc1. The result is 1 (active). (4) The drug is S(=O)(=O)(NCCN1CCOCC1)c1ccc(cc1)C. The result is 0 (inactive).